This data is from Reaction yield outcomes from USPTO patents with 853,638 reactions. The task is: Predict the reaction yield, written as a fraction of the theoretical maximum amount of product (1.0 means a 100% yield; for example, 0.34 means a 34% yield). (1) The yield is 0.900. The reactants are [OH:1][C:2]1[CH:11]=[CH:10][C:5]([C:6]([O:8][CH3:9])=[O:7])=[CH:4][C:3]=1[CH3:12].[F:13][CH:14]([F:17])[CH2:15]O.C1(P(C2C=CC=CC=2)C2C=CC=CC=2)C=CC=CC=1.N(C(OCC)=O)=NC(OCC)=O. The product is [F:13][CH:14]([F:17])[CH2:15][O:1][C:2]1[CH:11]=[CH:10][C:5]([C:6]([O:8][CH3:9])=[O:7])=[CH:4][C:3]=1[CH3:12]. The catalyst is C1COCC1. (2) The reactants are C1(P(C2CCCCC2)C2C=CC=CC=2C2C(OC)=CC=CC=2OC)CCCCC1.C(=O)([O-])[O-].[K+].[K+].[F:36][C:37]1[CH:38]=[CH:39][C:40]2[N:41]([CH:43]=[C:44]([C:46]([NH:48][C@H:49]3[CH2:54][CH2:53][C@@H:52]([N:55]4[C:60](=[O:61])[C:59]5[CH:62]=[C:63]([F:66])[CH:64]=[N:65][C:58]=5[N:57]([C:67]5[CH:72]=[CH:71][CH:70]=[C:69](B6OC(C)(C)C(C)(C)O6)[CH:68]=5)[C:56]4=[O:82])[CH2:51][CH2:50]3)=[O:47])[N:45]=2)[CH:42]=1.[OH:83][C:84]1[CH:85]=[C:86]([CH:89]=[CH:90][C:91]=1I)[CH:87]=[O:88]. The catalyst is O.C([O-])(=O)C.[Pd+2].C([O-])(=O)C.C(#N)C. The product is [F:36][C:37]1[CH:38]=[CH:39][C:40]2[N:41]([CH:43]=[C:44]([C:46]([NH:48][C@H:49]3[CH2:50][CH2:51][C@@H:52]([N:55]4[C:60](=[O:61])[C:59]5[CH:62]=[C:63]([F:66])[CH:64]=[N:65][C:58]=5[N:57]([C:67]5[CH:68]=[C:69]([C:91]6[CH:90]=[CH:89][C:86]([CH:87]=[O:88])=[CH:85][C:84]=6[OH:83])[CH:70]=[CH:71][CH:72]=5)[C:56]4=[O:82])[CH2:53][CH2:54]3)=[O:47])[N:45]=2)[CH:42]=1. The yield is 0.100. (3) The reactants are Cl[C:2]1[N:7]=[C:6]([N:8]2[CH2:13][CH2:12][O:11][CH2:10][CH2:9]2)[N:5]=[C:4]([N:14]2[CH2:19][CH2:18][O:17][CH2:16][CH2:15]2)[N:3]=1.CC1(C)C(C)(C)OB([C:28]2[CH:33]=[CH:32][C:31]([CH2:34][C:35]([OH:37])=[O:36])=[CH:30][CH:29]=2)O1.C(=O)([O-])[O-].[Na+].[Na+]. The catalyst is COCCOC.C(OCC)(=O)C.C1C=CC([P]([Pd]([P](C2C=CC=CC=2)(C2C=CC=CC=2)C2C=CC=CC=2)([P](C2C=CC=CC=2)(C2C=CC=CC=2)C2C=CC=CC=2)[P](C2C=CC=CC=2)(C2C=CC=CC=2)C2C=CC=CC=2)(C2C=CC=CC=2)C2C=CC=CC=2)=CC=1. The product is [O:17]1[CH2:18][CH2:19][N:14]([C:4]2[N:5]=[C:6]([N:8]3[CH2:13][CH2:12][O:11][CH2:10][CH2:9]3)[N:7]=[C:2]([C:28]3[CH:33]=[CH:32][C:31]([CH2:34][C:35]([OH:37])=[O:36])=[CH:30][CH:29]=3)[N:3]=2)[CH2:15][CH2:16]1. The yield is 0.180. (4) The reactants are [CH:1]1[C:9]2[C:8]3[CH:10]=[CH:11][CH:12]=[CH:13][C:7]=3[O:6][C:5]=2[C:4](B(O)O)=[CH:3][CH:2]=1.Br[C:18]1[CH:23]=[CH:22][C:21]([Si:24]([CH3:27])([CH3:26])[CH3:25])=[CH:20][CH:19]=1.C([O-])([O-])=O.[K+].[K+]. The catalyst is C1(C)C=CC=CC=1.C(O)C.O.C1C=CC([P]([Pd]([P](C2C=CC=CC=2)(C2C=CC=CC=2)C2C=CC=CC=2)([P](C2C=CC=CC=2)(C2C=CC=CC=2)C2C=CC=CC=2)[P](C2C=CC=CC=2)(C2C=CC=CC=2)C2C=CC=CC=2)(C2C=CC=CC=2)C2C=CC=CC=2)=CC=1. The product is [CH:1]1[C:9]2[C:8]3[CH:10]=[CH:11][CH:12]=[CH:13][C:7]=3[O:6][C:5]=2[C:4]([C:18]2[CH:23]=[CH:22][C:21]([Si:24]([CH3:27])([CH3:26])[CH3:25])=[CH:20][CH:19]=2)=[CH:3][CH:2]=1. The yield is 0.960. (5) The reactants are [CH2:1]([Sn:5](=[O:10])[CH2:6][CH2:7][CH2:8][CH3:9])[CH2:2][CH2:3][CH3:4].[CH3:11][CH:12]([CH3:16])[CH2:13][CH2:14][OH:15]. No catalyst specified. The product is [CH2:1]([Sn:5]([CH2:6][CH2:7][CH2:8][CH3:9])([O:15][CH2:14][CH2:13][CH:12]([CH3:16])[CH3:11])[O:10][Sn:5]([CH2:6][CH2:7][CH2:8][CH3:9])([CH2:1][CH2:2][CH2:3][CH3:4])[O:15][CH2:14][CH2:13][CH:12]([CH3:16])[CH3:11])[CH2:2][CH2:3][CH3:4]. The yield is 0.990. (6) The reactants are [NH2:1][C:2]1[N:3]=[CH:4][C:5]([C:15]2[CH:20]=[CH:19][C:18]([OH:21])=[CH:17][CH:16]=2)=[N:6][C:7]=1[CH2:8][C:9]1[CH:14]=[CH:13][CH:12]=[CH:11][CH:10]=1.[Na+].O=[C:24]([CH2:28][CH2:29][CH2:30][CH3:31])[C:25]([O-:27])=[O:26]. The catalyst is C(O)C.C(O)(=O)C.[Pd]. The product is [CH2:8]([C:7]1[C:2]([NH:1][CH:24]([CH2:28][CH2:29][CH2:30][CH3:31])[C:25]([OH:27])=[O:26])=[N:3][CH:4]=[C:5]([C:15]2[CH:16]=[CH:17][C:18]([OH:21])=[CH:19][CH:20]=2)[N:6]=1)[C:9]1[CH:10]=[CH:11][CH:12]=[CH:13][CH:14]=1. The yield is 0.460. (7) The reactants are [C:1]([C:3]1[CH:4]=[C:5]([CH3:12])[C:6]([C:9]([OH:11])=O)=[N:7][CH:8]=1)#[N:2].C(Cl)(=O)C(Cl)=O.[NH2:19][C:20]1[N:25]=[C:24]([C@:26]2([CH3:44])[CH2:31][C@@H:30]([C:32]([F:35])([F:34])[F:33])[O:29][C:28]([NH:36][C:37](=[O:43])[O:38][C:39]([CH3:42])([CH3:41])[CH3:40])=[N:27]2)[C:23]([F:45])=[CH:22][CH:21]=1.C(N(CC)C(C)C)(C)C.C(C1C=C(C)C(C(Cl)=O)=NC=1)#N. The catalyst is C(Cl)Cl.C([O-])(O)=O.[Na+].CN(C=O)C. The product is [C:1]([C:3]1[CH:4]=[C:5]([CH3:12])[C:6]([C:9]([NH:19][C:20]2[N:25]=[C:24]([C@:26]3([CH3:44])[CH2:31][C@@H:30]([C:32]([F:35])([F:33])[F:34])[O:29][C:28]([NH:36][C:37](=[O:43])[O:38][C:39]([CH3:40])([CH3:42])[CH3:41])=[N:27]3)[C:23]([F:45])=[CH:22][CH:21]=2)=[O:11])=[N:7][CH:8]=1)#[N:2]. The yield is 0.480.